Dataset: Forward reaction prediction with 1.9M reactions from USPTO patents (1976-2016). Task: Predict the product of the given reaction. (1) Given the reactants [C:1]([NH:18][CH2:19][CH2:20][C:21]([OH:23])=[O:22])([O:3]CC1C2C(=CC=CC=2)C2C1=CC=CC=2)=O.[N:24]([CH2:27][CH2:28][O:29][CH2:30][CH2:31][O:32][CH2:33][CH:34]([O:45][CH2:46]C(O)=O)[CH2:35][O:36][CH2:37][CH2:38][O:39][CH2:40][CH2:41][N:42]=[N+]=[N-])=[N+]=[N-].C[CH:51]([CH3:58])N=C=NC(C)C.CCN([CH:65]([CH3:67])C)C(C)C.[OH2:68].[OH2:69].Cl[Sn]Cl.COCCC[CH2:78][O:79][CH2:80][C:81](O)=[O:82].NCCOCCOC[CH:92]([O:101][CH2:102][C:103](NCCC(O)=O)=[O:104])[CH2:93][O:94][CH2:95][CH2:96][O:97][CH2:98]CN, predict the reaction product. The product is: [CH3:78][O:79][CH2:80][CH2:81][O:82][CH2:65][CH2:67][O:68][CH2:51][C:58]([NH:42][CH2:41][CH2:40][O:39][CH2:38][CH2:37][O:36][CH2:35][CH:34]([O:45][CH2:46][C:1]([NH:18][CH2:19][CH2:20][C:21]([OH:23])=[O:22])=[O:3])[CH2:33][O:32][CH2:31][CH2:30][O:29][CH2:28][CH2:27][NH:24][C:103](=[O:104])[CH2:102][O:101][CH2:92][CH2:93][O:94][CH2:95][CH2:96][O:97][CH3:98])=[O:69]. (2) Given the reactants [H-].[Na+].[CH3:3][O:4][C:5]([C:7]1[CH:26]=[CH:25][C:10]([CH2:11][CH:12]([C:19]([O:21][CH2:22][CH:23]=[CH2:24])=[O:20])[C:13]([O:15][CH2:16][CH:17]=[CH2:18])=[O:14])=[CH:9][CH:8]=1)=[O:6].Br[CH2:28][CH2:29][C:30]1[CH:37]=[CH:36][C:33]([C:34]#[N:35])=[CH:32][CH:31]=1.O, predict the reaction product. The product is: [C:34]([C:33]1[CH:36]=[CH:37][C:30]([CH2:29][CH2:28][C:12]([CH2:11][C:10]2[CH:9]=[CH:8][C:7]([C:5]([O:4][CH3:3])=[O:6])=[CH:26][CH:25]=2)([C:19]([O:21][CH2:22][CH:23]=[CH2:24])=[O:20])[C:13]([O:15][CH2:16][CH:17]=[CH2:18])=[O:14])=[CH:31][CH:32]=1)#[N:35].